From a dataset of Forward reaction prediction with 1.9M reactions from USPTO patents (1976-2016). Predict the product of the given reaction. Given the reactants Br[CH2:2][C@@H:3]([OH:14])[CH2:4][NH:5][C:6]([C:8]1[S:9][C:10]([Cl:13])=[CH:11][CH:12]=1)=[O:7].[NH2:15][C:16]1[CH:21]=[CH:20][C:19]([N:22]2[CH2:27][CH2:26][O:25][CH2:24][C:23]2=[O:28])=[CH:18][CH:17]=1, predict the reaction product. The product is: [OH:14][C@H:3]([CH2:2][NH:15][C:16]1[CH:17]=[CH:18][C:19]([N:22]2[CH2:27][CH2:26][O:25][CH2:24][C:23]2=[O:28])=[CH:20][CH:21]=1)[CH2:4][NH:5][C:6]([C:8]1[S:9][C:10]([Cl:13])=[CH:11][CH:12]=1)=[O:7].